This data is from Full USPTO retrosynthesis dataset with 1.9M reactions from patents (1976-2016). The task is: Predict the reactants needed to synthesize the given product. The reactants are: [CH3:1][O:2][C:3](=[O:33])[C@@H:4]([NH:24][C:25]([O:27][CH:28]1[CH2:32][CH2:31][CH2:30][CH2:29]1)=[O:26])[CH2:5][CH2:6][CH2:7][CH2:8][CH2:9][CH2:10][CH2:11][NH:12][C:13](=[O:23])[CH:14]([OH:22])[CH:15]([NH2:21])[CH2:16][CH:17]1[CH2:20][CH2:19][CH2:18]1.[C:34]([O:38][C:39]([N:41]1[CH2:45][C@H:44]([O:46][C:47]([N:49]2[CH2:57][C:56]3[C:51](=[CH:52][CH:53]=[CH:54][C:55]=3[F:58])[CH2:50]2)=[O:48])[CH2:43][C@H:42]1[C:59](O)=[O:60])=[O:40])([CH3:37])([CH3:36])[CH3:35].ON1C2N=CC=CC=2N=N1.C(N(CC)CC)C.Cl.CN(C)CCCN=C=NCC. Given the product [C:34]([O:38][C:39]([N:41]1[C@H:42]([C:59](=[O:60])[NH:21][CH:15]([CH2:16][CH:17]2[CH2:20][CH2:19][CH2:18]2)[CH:14]([C:13](=[O:23])[NH:12][CH2:11][CH2:10][CH2:9][CH2:8][CH2:7][CH2:6][CH2:5][C@H:4]([NH:24][C:25]([O:27][CH:28]2[CH2:29][CH2:30][CH2:31][CH2:32]2)=[O:26])[C:3]([O:2][CH3:1])=[O:33])[OH:22])[CH2:43][C@@H:44]([O:46][C:47]([N:49]2[CH2:57][C:56]3[C:51](=[CH:52][CH:53]=[CH:54][C:55]=3[F:58])[CH2:50]2)=[O:48])[CH2:45]1)=[O:40])([CH3:37])([CH3:35])[CH3:36], predict the reactants needed to synthesize it.